Dataset: Full USPTO retrosynthesis dataset with 1.9M reactions from patents (1976-2016). Task: Predict the reactants needed to synthesize the given product. (1) The reactants are: Br[C:2]1[CH:3]=[C:4]2[C:10]([C:11]([C:13]3[C:14]([F:30])=[C:15]([NH:19][S:20]([C:23]4[CH:28]=[CH:27][CH:26]=[CH:25][C:24]=4[F:29])(=[O:22])=[O:21])[CH:16]=[CH:17][CH:18]=3)=[O:12])=[CH:9][NH:8][C:5]2=[N:6][CH:7]=1.[CH3:31][O:32][C:33]1[N:38]=[CH:37][C:36](B2OC(C)(C)C(C)(C)O2)=[CH:35][N:34]=1.C(=O)([O-])[O-].[K+].[K+]. Given the product [F:29][C:24]1[CH:25]=[CH:26][CH:27]=[CH:28][C:23]=1[S:20]([NH:19][C:15]1[CH:16]=[CH:17][CH:18]=[C:13]([C:11]([C:10]2[C:4]3[C:5](=[N:6][CH:7]=[C:2]([C:36]4[CH:35]=[N:34][C:33]([O:32][CH3:31])=[N:38][CH:37]=4)[CH:3]=3)[NH:8][CH:9]=2)=[O:12])[C:14]=1[F:30])(=[O:22])=[O:21], predict the reactants needed to synthesize it. (2) Given the product [NH2:1][C:2]1[CH:3]=[CH:4][C:5]([S:12](=[O:24])(=[O:25])[NH:13][C:14]2[CH:15]=[CH:16][C:17]3[CH2:21][O:20][B:19]([OH:22])[C:18]=3[CH:23]=2)=[C:6]([CH2:8][C:9]([NH:29][CH2:26][C:27]#[CH:28])=[O:10])[CH:7]=1, predict the reactants needed to synthesize it. The reactants are: [NH2:1][C:2]1[CH:3]=[CH:4][C:5]([S:12](=[O:25])(=[O:24])[NH:13][C:14]2[CH:15]=[CH:16][C:17]3[CH2:21][O:20][B:19]([OH:22])[C:18]=3[CH:23]=2)=[C:6]([CH2:8][C:9](O)=[O:10])[CH:7]=1.[CH2:26]([NH2:29])[C:27]#[CH:28].C1CN([P+](ON2N=NC3C=CC=CC2=3)(N2CCCC2)N2CCCC2)CC1.F[P-](F)(F)(F)(F)F.C(N(CC)CC)C. (3) Given the product [C:17]([C:4]1[NH:5][C:6]([C:7]([N:9]2[CH2:15][CH2:14][C:13](=[O:16])[NH:12][CH2:11][CH2:10]2)=[O:8])=[C:2]([NH:1][C:30]([NH:29][C:23]2[CH:24]=[CH:25][CH:26]=[C:27]([Cl:28])[C:22]=2[Cl:21])=[O:31])[CH:3]=1)([CH3:20])([CH3:19])[CH3:18], predict the reactants needed to synthesize it. The reactants are: [NH2:1][C:2]1[CH:3]=[C:4]([C:17]([CH3:20])([CH3:19])[CH3:18])[NH:5][C:6]=1[C:7]([N:9]1[CH2:15][CH2:14][C:13](=[O:16])[NH:12][CH2:11][CH2:10]1)=[O:8].[Cl:21][C:22]1[C:27]([Cl:28])=[CH:26][CH:25]=[CH:24][C:23]=1[N:29]=[C:30]=[O:31]. (4) Given the product [OH:107][CH:71]1[CH:72]([NH:106][CH2:2][CH2:3][CH2:4][CH:5]2[N:9]([C:10]([O:12][CH2:13][C:14]3[CH:19]=[CH:18][C:17]([O:20][C@H:21]4[C@H:26]([O:27][C:28](=[O:30])[CH3:29])[C@@H:25]([O:31][C:32](=[O:34])[CH3:33])[C@H:24]([O:35][C:36](=[O:38])[CH3:37])[C@@H:23]([C:39]([O:41][CH3:42])=[O:40])[O:22]4)=[C:16]([NH:43][C:44](=[O:65])[CH2:45][CH2:46][NH:47][C:48]([O:50][CH2:51][CH:52]4[C:53]5[CH:54]=[CH:55][CH:56]=[CH:57][C:58]=5[C:59]5[C:64]4=[CH:63][CH:62]=[CH:61][CH:60]=5)=[O:49])[CH:15]=3)=[O:11])[CH2:8][CH2:7][O:6]2)[CH2:73][CH:74]([O:76][CH:77]2[C:82]3[C:81](=[C:86]([OH:87])[C:85]4[C:88](=[O:89])[C:90]5[C:95]([C:96](=[O:97])[C:84]=4[C:83]=3[OH:100])=[C:94]([O:98][CH3:99])[CH:93]=[CH:92][CH:91]=5)[CH2:80][C@@:79]([OH:105])([C:101](=[O:102])[CH2:103][OH:104])[CH2:78]2)[O:75][CH:70]1[CH3:69], predict the reactants needed to synthesize it. The reactants are: O=[CH:2][CH2:3][CH2:4][CH:5]1[N:9]([C:10]([O:12][CH2:13][C:14]2[CH:19]=[CH:18][C:17]([O:20][C@H:21]3[C@H:26]([O:27][C:28](=[O:30])[CH3:29])[C@@H:25]([O:31][C:32](=[O:34])[CH3:33])[C@H:24]([O:35][C:36](=[O:38])[CH3:37])[C@@H:23]([C:39]([O:41][CH3:42])=[O:40])[O:22]3)=[C:16]([NH:43][C:44](=[O:65])[CH2:45][CH2:46][NH:47][C:48]([O:50][CH2:51][CH:52]3[C:64]4[CH:63]=[CH:62][CH:61]=[CH:60][C:59]=4[C:58]4[C:53]3=[CH:54][CH:55]=[CH:56][CH:57]=4)=[O:49])[CH:15]=2)=[O:11])[CH2:8][CH2:7][O:6]1.C(#N)C.[CH3:69][C@@H:70]1[O:75][C@@H:74]([O:76][C@@H:77]2[C:82]3=[C:83]([OH:100])[C:84]4[C:96](=[O:97])[C:95]5[C:90](=[CH:91][CH:92]=[CH:93][C:94]=5[O:98][CH3:99])[C:88](=[O:89])[C:85]=4[C:86]([OH:87])=[C:81]3[CH2:80][C@@:79]([OH:105])([C:101]([CH2:103][OH:104])=[O:102])[CH2:78]2)[CH2:73][C@H:72]([NH2:106])[C@@H:71]1[OH:107].Cl.C([BH3-])#N.[Na+]. (5) Given the product [Cl:1][C:2]1[CH:3]=[C:4]2[C:8](=[CH:9][CH:10]=1)[NH:7][CH:6]=[C:5]2[CH2:11][CH2:12][NH:13][C:14]([C:15]1[C:16]([C:24]2[CH:25]=[CH:26][CH:27]=[CH:28][C:23]=2[CH3:32])=[CH:17][CH:18]=[CH:19][CH:20]=1)=[O:22], predict the reactants needed to synthesize it. The reactants are: [Cl:1][C:2]1[CH:3]=[C:4]2[C:8](=[CH:9][CH:10]=1)[NH:7][CH:6]=[C:5]2[CH2:11][CH2:12][NH:13][C:14](=[O:22])[C:15]1[CH:20]=[CH:19][CH:18]=[CH:17][C:16]=1I.[C:23]1([CH3:32])[CH:28]=[CH:27][CH:26]=[CH:25][C:24]=1B(O)O.C(=O)([O-])[O-].[Na+].[Na+]. (6) Given the product [NH2:1][C:2]1[N:7]=[C:6]([CH3:8])[C:5]([CH2:9][NH:10][C:11]([C:13]2[CH:14]=[N:15][N:16]([CH2:18][C:19]3[CH:20]=[CH:21][CH:22]=[CH:23][CH:24]=3)[CH:17]=2)=[O:12])=[C:4]([O:25][CH2:26][C:27]([NH:31][CH3:30])=[O:29])[CH:3]=1, predict the reactants needed to synthesize it. The reactants are: [NH2:1][C:2]1[N:7]=[C:6]([CH3:8])[C:5]([CH2:9][NH:10][C:11]([C:13]2[CH:14]=[N:15][N:16]([CH2:18][C:19]3[CH:24]=[CH:23][CH:22]=[CH:21][CH:20]=3)[CH:17]=2)=[O:12])=[C:4]([O:25][CH2:26][C:27]([OH:29])=O)[CH:3]=1.[CH3:30][NH2:31].C1COCC1. (7) Given the product [Cl:1][CH2:2][C:3]1[S:13][C:8]2[CH:9]=[CH:10][CH:11]=[CH:12][C:7]=2[N:6]=1, predict the reactants needed to synthesize it. The reactants are: [Cl:1][CH2:2][C:3](Cl)=O.[NH2:6][C:7]1[CH:12]=[CH:11][CH:10]=[CH:9][C:8]=1[SH:13]. (8) Given the product [Cl:1][C:2]1[CH:9]=[C:8]([CH2:10][N:11]2[CH2:15][CH2:14][CH2:13][CH2:12]2)[CH:7]=[CH:6][C:3]=1[CH:4]=[C:17]([Br:18])[Br:16], predict the reactants needed to synthesize it. The reactants are: [Cl:1][C:2]1[CH:9]=[C:8]([CH2:10][N:11]2[CH2:15][CH2:14][CH2:13][CH2:12]2)[CH:7]=[CH:6][C:3]=1[CH:4]=O.[Br:16][C:17](Br)(Br)[Br:18].C1(P(C2C=CC=CC=2)C2C=CC=CC=2)C=CC=CC=1. (9) Given the product [N:29]([C:25]1[CH:24]=[C:23]([CH:28]=[CH:27][CH:26]=1)[NH:22][C:18]1[N:17]=[C:16]([C:15]2[C:14]([C:30]3[CH:31]=[CH:32][C:33]([O:36][CH3:37])=[CH:34][CH:35]=3)=[N:13][N:12]3[C:7]([NH:6][CH:1]4[CH2:5][CH2:4][CH2:3][CH2:2]4)=[CH:8][CH:9]=[CH:10][C:11]=23)[CH:21]=[CH:20][N:19]=1)=[N+:42]=[N-:43], predict the reactants needed to synthesize it. The reactants are: [CH:1]1([NH:6][C:7]2[N:12]3[N:13]=[C:14]([C:30]4[CH:35]=[CH:34][C:33]([O:36][CH3:37])=[CH:32][CH:31]=4)[C:15]([C:16]4[CH:21]=[CH:20][N:19]=[C:18]([NH:22][C:23]5[CH:24]=[C:25]([NH2:29])[CH:26]=[CH:27][CH:28]=5)[N:17]=4)=[C:11]3[CH:10]=[CH:9][CH:8]=2)[CH2:5][CH2:4][CH2:3][CH2:2]1.N([O-])=O.[Na+].[N-:42]=[N+:43]=[N-].[Na+].C(=O)(O)[O-].[Na+]. (10) Given the product [CH2:33]([N:9]1[C:8]2[C:7]3[CH:29]=[CH:30][C:4]([N:3]([CH2:31][CH3:32])[CH2:1][CH3:2])=[CH:5][C:6]=3[O:14][C:13]=2[C:12](=[O:15])[N:11]([OH:16])[C:10]1=[O:28])[C:34]1[CH:39]=[CH:38][CH:37]=[CH:36][CH:35]=1, predict the reactants needed to synthesize it. The reactants are: [CH2:1]([N:3]([CH2:31][CH3:32])[C:4]1[CH:30]=[CH:29][C:7]2[C:8]3[NH:9][C:10](=[O:28])[N:11]([O:16]CC4C=CC(OC)=CC=4OC)[C:12](=[O:15])[C:13]=3[O:14][C:6]=2[CH:5]=1)[CH3:2].[CH2:33](Br)[C:34]1[CH:39]=[CH:38][CH:37]=[CH:36][CH:35]=1.